From a dataset of Catalyst prediction with 721,799 reactions and 888 catalyst types from USPTO. Predict which catalyst facilitates the given reaction. (1) Reactant: [NH2:1][C:2]1[CH:3]=[CH:4][CH:5]=[C:6]2[C:11]=1[N:10]=[CH:9][CH:8]=[CH:7]2.[CH3:12][C:13]1[N:18]=[C:17]([S:19](Cl)(=[O:21])=[O:20])[CH:16]=[CH:15][CH:14]=1.N1C=CC=CC=1. Product: [N:10]1[C:11]2[C:6](=[CH:5][CH:4]=[CH:3][C:2]=2[NH:1][S:19]([C:17]2[CH:16]=[CH:15][CH:14]=[C:13]([CH3:12])[N:18]=2)(=[O:21])=[O:20])[CH:7]=[CH:8][CH:9]=1. The catalyst class is: 79. (2) Reactant: [O:1]1[CH2:5][CH2:4][O:3][CH:2]1[C:6]1[S:10][CH:9]=[C:8]([CH:11]=[O:12])[CH:7]=1.[BH4-].[Na+]. Product: [O:1]1[CH2:5][CH2:4][O:3][CH:2]1[C:6]1[S:10][CH:9]=[C:8]([CH2:11][OH:12])[CH:7]=1. The catalyst class is: 5. (3) Reactant: IC.[Cl:3][C:4]1[CH:9]=[CH:8][C:7]([CH:10]([C:18]2[CH:19]=[C:20]3[C:25](=[CH:26][CH:27]=2)[N:24]2[N:28]=[N:29][N:30]=[C:23]2[CH:22]=[C:21]3[C:31]2[CH:36]=[CH:35][CH:34]=[C:33]([Cl:37])[CH:32]=2)[C:11]2[N:12]([CH3:17])[C:13]([SH:16])=[N:14][N:15]=2)=[CH:6][CH:5]=1.[CH3:38]O[Na].CO.O. Product: [Cl:37][C:33]1[CH:32]=[C:31]([C:21]2[C:20]3[C:25](=[CH:26][CH:27]=[C:18]([CH:10]([C:7]4[CH:8]=[CH:9][C:4]([Cl:3])=[CH:5][CH:6]=4)[C:11]4[N:12]([CH3:17])[C:13]([S:16][CH3:38])=[N:14][N:15]=4)[CH:19]=3)[N:24]3[N:28]=[N:29][N:30]=[C:23]3[CH:22]=2)[CH:36]=[CH:35][CH:34]=1. The catalyst class is: 5. (4) Reactant: [F:1][C:2]([F:20])([F:19])[C:3]1[CH:4]=[C:5]([C:9]2[CH:17]=[CH:16][CH:15]=[C:14]3[C:10]=2[CH2:11][C:12](=[O:18])[NH:13]3)[CH:6]=[CH:7][CH:8]=1.[CH3:21][C:22]1[C:26]([C:27]([N:29]2[CH2:34][CH2:33][N:32]([CH3:35])[CH2:31][CH2:30]2)=[O:28])=[CH:25][NH:24][C:23]=1[CH:36]=O. Product: [CH3:21][C:22]1[C:26]([C:27]([N:29]2[CH2:30][CH2:31][N:32]([CH3:35])[CH2:33][CH2:34]2)=[O:28])=[CH:25][NH:24][C:23]=1[CH:36]=[C:11]1[C:10]2[C:14](=[CH:15][CH:16]=[CH:17][C:9]=2[C:5]2[CH:6]=[CH:7][CH:8]=[C:3]([C:2]([F:1])([F:19])[F:20])[CH:4]=2)[NH:13][C:12]1=[O:18]. The catalyst class is: 360. (5) Reactant: O=[C:2]1[CH2:7][CH2:6][N:5]([C:8]([O:10][CH2:11][C:12]2[CH:17]=[CH:16][CH:15]=[CH:14][CH:13]=2)=[O:9])[CH2:4][CH2:3]1.[C:18]([O:22][C:23](=[O:26])[NH:24][NH2:25])([CH3:21])([CH3:20])[CH3:19].C([BH3-])#N.[Na+].[OH-].[Na+]. Product: [C:18]([O:22][C:23]([NH:24][NH:25][CH:2]1[CH2:7][CH2:6][N:5]([C:8]([O:10][CH2:11][C:12]2[CH:17]=[CH:16][CH:15]=[CH:14][CH:13]=2)=[O:9])[CH2:4][CH2:3]1)=[O:26])([CH3:21])([CH3:20])[CH3:19]. The catalyst class is: 130.